From a dataset of Forward reaction prediction with 1.9M reactions from USPTO patents (1976-2016). Predict the product of the given reaction. (1) Given the reactants [CH2:1]([O:8][C:9]1[CH:10]=[CH:11][C:12]2[CH2:13][C@H:14]3[N:26]([CH2:27][CH:28]4[CH2:30][CH2:29]4)[CH2:25][CH2:24][C@:20]45[C:21]=2[C:22]=1[O:23][C@H:19]4[C@H:18]([N:31]1[CH2:35][CH2:34][CH2:33][C:32]1=[O:36])[CH2:17][CH2:16][C@@:15]35[OH:37])[C:2]1[CH:7]=[CH:6][CH:5]=[CH:4][CH:3]=1.[Li+].CC([N-]C(C)C)C.C1COCC1.[CH2:51](Br)[C:52]1[CH:57]=[CH:56][CH:55]=[CH:54][CH:53]=1.C(=O)([O-])O.[Na+], predict the reaction product. The product is: [CH2:1]([O:8][C:9]1[CH:10]=[CH:11][C:12]2[CH2:13][C@H:14]3[N:26]([CH2:27][CH:28]4[CH2:29][CH2:30]4)[CH2:25][CH2:24][C@:20]45[C:21]=2[C:22]=1[O:23][C@H:19]4[C@H:18]([N:31]1[CH2:35][CH2:34][CH:33]([CH2:51][C:52]2[CH:57]=[CH:56][CH:55]=[CH:54][CH:53]=2)[C:32]1=[O:36])[CH2:17][CH2:16][C@@:15]35[OH:37])[C:2]1[CH:3]=[CH:4][CH:5]=[CH:6][CH:7]=1. (2) Given the reactants Cl[C:2]1[N:6]([CH3:7])[N:5]=[CH:4][C:3]=1[N+:8]([O-:10])=[O:9].[CH:11]12[O:19][CH:15]([CH2:16][NH:17][CH2:18]1)[CH2:14][N:13]([C:20]([O:22][C:23]([CH3:26])([CH3:25])[CH3:24])=[O:21])[CH2:12]2.C(N(C(C)C)CC)(C)C, predict the reaction product. The product is: [CH3:7][N:6]1[C:2]([N:17]2[CH2:18][CH:11]3[O:19][CH:15]([CH2:14][N:13]([C:20]([O:22][C:23]([CH3:26])([CH3:25])[CH3:24])=[O:21])[CH2:12]3)[CH2:16]2)=[C:3]([N+:8]([O-:10])=[O:9])[CH:4]=[N:5]1. (3) Given the reactants [N:1]([CH2:4][C@@H:5]([NH:7][C:8](=[O:14])[O:9][C:10]([CH3:13])([CH3:12])[CH3:11])[CH3:6])=[N+]=[N-], predict the reaction product. The product is: [NH2:1][CH2:4][C@H:5]([NH:7][C:8](=[O:14])[O:9][C:10]([CH3:13])([CH3:12])[CH3:11])[CH3:6]. (4) Given the reactants CO[C:3]([C:5]1[C:17](=[O:18])[N:16]([CH2:19][C:20]2[CH:25]=[CH:24][C:23]([F:26])=[CH:22][CH:21]=2)[N:15]2[C:7](=[CH:8][C:9]3[C:14]2=[CH:13][CH:12]=[CH:11][CH:10]=3)[C:6]=1[OH:27])=[O:4].[NH2:28][C@H:29]([C:31]([OH:33])=[O:32])[CH3:30].C[O-].[Na+], predict the reaction product. The product is: [F:26][C:23]1[CH:22]=[CH:21][C:20]([CH2:19][N:16]2[N:15]3[C:7](=[CH:8][C:9]4[C:14]3=[CH:13][CH:12]=[CH:11][CH:10]=4)[C:6]([OH:27])=[C:5]([C:3]([NH:28][C@@H:29]([CH3:30])[C:31]([OH:33])=[O:32])=[O:4])[C:17]2=[O:18])=[CH:25][CH:24]=1. (5) Given the reactants [CH:1]1([C:4]2[C:5]([N:11]3[CH2:16][CH2:15][N:14]([C:17]([C:19]4[CH:24]=[CH:23][C:22](I)=[CH:21][C:20]=4[F:26])=[O:18])[CH2:13][CH2:12]3)=[N:6][CH:7]=[C:8]([CH3:10])[CH:9]=2)[CH2:3][CH2:2]1.[CH3:27][C@@H:28]1[CH2:32][CH2:31][S:30](=[O:34])(=[O:33])[NH:29]1, predict the reaction product. The product is: [CH:1]1([C:4]2[C:5]([N:11]3[CH2:16][CH2:15][N:14]([C:17]([C:19]4[CH:24]=[CH:23][C:22]([N:29]5[C@H:28]([CH3:27])[CH2:32][CH2:31][S:30]5(=[O:34])=[O:33])=[CH:21][C:20]=4[F:26])=[O:18])[CH2:13][CH2:12]3)=[N:6][CH:7]=[C:8]([CH3:10])[CH:9]=2)[CH2:3][CH2:2]1. (6) Given the reactants C([O:4][CH2:5][C@@H:6]1[C@@H:11]([O:12]C(=O)C)[C@H:10]([OH:16])[C@H:9]([OH:17])[C@@H:8]([C:18]2[CH:23]=[C:22]([CH3:24])[CH:21]=[C:20]([OH:25])[CH:19]=2)[O:7]1)(=O)C.[CH3:26][NH:27][C:28]([C:30]1[CH:31]=[C:32](B(O)O)[CH:33]=[CH:34][CH:35]=1)=[O:29], predict the reaction product. The product is: [CH3:26][NH:27][C:28](=[O:29])[C:30]1[CH:31]=[CH:32][CH:33]=[C:34]([O:25][C:20]2[CH:19]=[C:18]([C@@H:8]3[C@@H:9]([OH:17])[C@@H:10]([OH:16])[C@H:11]([OH:12])[C@@H:6]([CH2:5][OH:4])[O:7]3)[CH:23]=[C:22]([CH3:24])[CH:21]=2)[CH:35]=1. (7) Given the reactants CN(C=O)C.CO[C:8](=[O:43])[N:9]=[C:10](SC)[C:11]([C:28]1[C:29]([F:40])=[C:30]2[C:35](=[C:36]([O:38][CH3:39])[CH:37]=1)[O:34][CH2:33][CH2:32][CH2:31]2)=[N:12][C:13]1[CH:18]=[CH:17][C:16]([C:19]2[N:23]=[C:22]([C:24]([F:27])([F:26])[F:25])[O:21][N:20]=2)=[CH:15][CH:14]=1.Cl.Cl.[CH2:46]([O:48][C:49]([C:51]1[C:52]([NH:56][NH2:57])=[N:53][NH:54][CH:55]=1)=[O:50])[CH3:47], predict the reaction product. The product is: [CH2:46]([O:48][C:49]([C:51]1[CH:55]=[N:54][NH:53][C:52]=1[N:56]1[C:8](=[O:43])[NH:9][C:10]([CH:11]([C:28]2[C:29]([F:40])=[C:30]3[C:35](=[C:36]([O:38][CH3:39])[CH:37]=2)[O:34][CH2:33][CH2:32][CH2:31]3)[NH:12][C:13]2[CH:18]=[CH:17][C:16]([C:19]3[N:23]=[C:22]([C:24]([F:27])([F:25])[F:26])[O:21][N:20]=3)=[CH:15][CH:14]=2)=[N:57]1)=[O:50])[CH3:47]. (8) Given the reactants Br[C:2]1[CH:3]=[C:4]([C:8]2[CH:20]=[CH:19][C:11]3[NH:12][C:13](=[O:18])[O:14][C:15]([CH3:17])([CH3:16])[C:10]=3[CH:9]=2)[CH:5]=[CH:6][CH:7]=1.[CH3:21][Si:22]([C:25]#[CH:26])([CH3:24])[CH3:23], predict the reaction product. The product is: [CH3:16][C:15]1([CH3:17])[O:14][C:13](=[O:18])[NH:12][C:11]2[CH:19]=[CH:20][C:8]([C:4]3[CH:5]=[CH:6][CH:7]=[C:2]([C:26]#[C:25][Si:22]([CH3:24])([CH3:23])[CH3:21])[CH:3]=3)=[CH:9][C:10]1=2. (9) Given the reactants [S:1]1[C:5]([CH2:6][CH2:7]OS(C)(=O)=O)=[CH:4][C:3]2[CH:13]=[CH:14][CH:15]=[CH:16][C:2]1=2.[CH3:17][NH:18][CH3:19], predict the reaction product. The product is: [S:1]1[C:5]([CH2:6][CH2:7][N:18]([CH3:19])[CH3:17])=[CH:4][C:3]2[CH:13]=[CH:14][CH:15]=[CH:16][C:2]1=2.